This data is from Forward reaction prediction with 1.9M reactions from USPTO patents (1976-2016). The task is: Predict the product of the given reaction. (1) The product is: [F:14][CH2:15][CH2:16][O:17][C:18]1[CH:23]=[CH:22][CH:21]=[CH:20][C:19]=1[N:24]1[CH2:25][CH2:26][N:27]([CH2:2][C:3]2[S:4][C:5]3[CH:11]=[CH:10][CH:9]=[CH:8][C:6]=3[N:7]=2)[CH2:28][CH2:29]1. Given the reactants Br[CH2:2][C:3]1[S:4][C:5]2[CH:11]=[CH:10][CH:9]=[CH:8][C:6]=2[N:7]=1.Cl.Cl.[F:14][CH2:15][CH2:16][O:17][C:18]1[CH:23]=[CH:22][CH:21]=[CH:20][C:19]=1[N:24]1[CH2:29][CH2:28][NH:27][CH2:26][CH2:25]1, predict the reaction product. (2) Given the reactants [CH3:1][C:2]1([CH3:20])[C:6]([CH3:8])([CH3:7])[O:5][B:4]([C:9]2[CH:14]=[CH:13][C:12]([NH:15][S:16]([CH3:19])(=[O:18])=[O:17])=[CH:11][CH:10]=2)[O:3]1.[C:21](=O)([O-])[O-].[K+].[K+].CI, predict the reaction product. The product is: [CH3:21][N:15]([C:12]1[CH:11]=[CH:10][C:9]([B:4]2[O:3][C:2]([CH3:20])([CH3:1])[C:6]([CH3:7])([CH3:8])[O:5]2)=[CH:14][CH:13]=1)[S:16]([CH3:19])(=[O:18])=[O:17]. (3) Given the reactants [Cl:1][C:2]1[CH:10]=[C:9]([Cl:11])[CH:8]=[CH:7][C:3]=1[C:4](Cl)=[O:5].C(=O)([O-])[O-].[K+].[K+].[S:18]1[CH:22]=[CH:21][CH:20]=[C:19]1/[CH:23]=[CH:24]/[S:25]([NH2:28])(=[O:27])=[O:26].Cl, predict the reaction product. The product is: [Cl:1][C:2]1[CH:10]=[C:9]([Cl:11])[CH:8]=[CH:7][C:3]=1[C:4]([NH:28][S:25](/[CH:24]=[CH:23]/[C:19]1[S:18][CH:22]=[CH:21][CH:20]=1)(=[O:27])=[O:26])=[O:5]. (4) Given the reactants Br[C:2]1[C:11]2[O:10][CH2:9][CH2:8][N:7]([C:12]([O:14][C:15]([CH3:18])([CH3:17])[CH3:16])=[O:13])[CH2:6][C:5]=2[S:4][CH:3]=1.[C:19](B1OC(C)(C)C(C)(C)O1)([CH3:21])=[CH2:20].C(=O)([O-])[O-].[Na+].[Na+].COCCOC, predict the reaction product. The product is: [CH3:21][C:19]([C:2]1[C:11]2[O:10][CH2:9][CH2:8][N:7]([C:12]([O:14][C:15]([CH3:18])([CH3:17])[CH3:16])=[O:13])[CH2:6][C:5]=2[S:4][CH:3]=1)=[CH2:20]. (5) Given the reactants [Cl:1][C:2]1[CH:7]=[CH:6][C:5]([S:8]([N:11]([CH2:20][C:21]2[CH:29]=[CH:28][C:24]([C:25](O)=[O:26])=[CH:23][CH:22]=2)[CH2:12][C:13]2[CH:18]=[CH:17][C:16]([F:19])=[CH:15][CH:14]=2)(=[O:10])=[O:9])=[CH:4][CH:3]=1.CN(C(O[N:38]1N=N[C:40]2[CH:41]=[CH:42][CH:43]=[CH:44][C:39]1=2)=[N+](C)C)C.[B-](F)(F)(F)F.[CH2:52](N(CC)CC)C.C(N)C1C=CC=CC=1, predict the reaction product. The product is: [Cl:1][C:2]1[CH:3]=[CH:4][C:5]([S:8]([N:11]([CH2:20][C:21]2[CH:29]=[CH:28][C:24]([C:25]([NH:38][C:39]3[CH:44]=[CH:43][CH:42]=[CH:41][CH:40]=3)=[O:26])=[C:23]([CH3:52])[CH:22]=2)[CH2:12][C:13]2[CH:14]=[CH:15][C:16]([F:19])=[CH:17][CH:18]=2)(=[O:9])=[O:10])=[CH:6][CH:7]=1.